The task is: Predict the reaction yield, written as a fraction of the theoretical maximum amount of product (1.0 means a 100% yield; for example, 0.34 means a 34% yield).. This data is from Reaction yield outcomes from USPTO patents with 853,638 reactions. (1) The reactants are [NH:1]1[C:9]2[C:4](=[CH:5][N:6]=[CH:7][CH:8]=2)[CH:3]=[CH:2]1.[NH:10]1[CH2:14][CH2:13][CH2:12][CH2:11]1. The catalyst is C(O)C. The product is [CH2:13]1[CH:14]2[N:10]([CH2:2][CH:3]=[C:4]([C:3]3[C:4]4[C:9](=[CH:8][CH:7]=[N:6][CH:5]=4)[NH:1][CH:2]=3)[CH2:5]2)[CH2:11][CH2:12]1. The yield is 0.516. (2) The reactants are [NH2:1][C:2]1[C:6]([C:7]([C:9]2[S:10][CH:11]=[CH:12][CH:13]=2)=[O:8])=[CH:5][NH:4][N:3]=1.CN(C)[CH:16]=[CH:17][C:18]([C:20]1[CH:25]=[CH:24][CH:23]=[C:22]([N+:26]([O-:28])=[O:27])[CH:21]=1)=O.O. The catalyst is C(O)(=O)C. The product is [N+:26]([C:22]1[CH:21]=[C:20]([C:18]2[N:3]3[N:4]=[CH:5][C:6]([C:7]([C:9]4[S:10][CH:11]=[CH:12][CH:13]=4)=[O:8])=[C:2]3[N:1]=[CH:16][CH:17]=2)[CH:25]=[CH:24][CH:23]=1)([O-:28])=[O:27]. The yield is 0.930. (3) The reactants are Cl[C:2]1[C:7]([N+:8]([O-:10])=[O:9])=[CH:6][CH:5]=[CH:4][N:3]=1.C(=O)([O-])[O-].[Na+].[Na+].[CH2:17]([NH:24][CH2:25][C:26]1[CH:31]=[CH:30][CH:29]=[CH:28][CH:27]=1)[C:18]1[CH:23]=[CH:22][CH:21]=[CH:20][CH:19]=1.O. The catalyst is O1CCCC1. The yield is 0.920. The product is [CH2:25]([N:24]([CH2:17][C:18]1[CH:23]=[CH:22][CH:21]=[CH:20][CH:19]=1)[C:2]1[C:7]([N+:8]([O-:10])=[O:9])=[CH:6][CH:5]=[CH:4][N:3]=1)[C:26]1[CH:31]=[CH:30][CH:29]=[CH:28][CH:27]=1.